This data is from Catalyst prediction with 721,799 reactions and 888 catalyst types from USPTO. The task is: Predict which catalyst facilitates the given reaction. (1) Reactant: [Cl:1][C:2]1[CH:7]=[CH:6][N:5]=[C:4]([N:8]2[CH2:13][CH2:12][N:11]([C:14](=[O:19])[C:15]([CH3:18])([CH3:17])[CH3:16])[CH2:10][CH2:9]2)[CH:3]=1.[N+:20]([O-])([O-:22])=[O:21].[K+].[OH-].[Na+]. Product: [Cl:1][C:2]1[C:7]([N+:20]([O-:22])=[O:21])=[CH:6][N:5]=[C:4]([N:8]2[CH2:13][CH2:12][N:11]([C:14](=[O:19])[C:15]([CH3:16])([CH3:18])[CH3:17])[CH2:10][CH2:9]2)[CH:3]=1. The catalyst class is: 445. (2) Product: [ClH:38].[NH2:24][CH:25]([C:36](=[O:37])[CH:33]1[CH2:34][CH2:35][O:31][CH2:32]1)[C:26]([O:28][CH2:29][CH3:30])=[O:27]. The catalyst class is: 7. Reactant: C[Si]([N-][Si](C)(C)C)(C)C.[Li+].C1(C(/[N:24]=[CH:25]/[C:26]([O:28][CH2:29][CH3:30])=[O:27])C2C=CC=CC=2)C=CC=CC=1.[O:31]1[CH2:35][CH2:34][CH:33]([C:36]([Cl:38])=[O:37])[CH2:32]1.Cl. (3) Reactant: [Br:1][C:2]1[CH:3]=[CH:4][C:5]([Cl:18])=[C:6]([CH2:8][C:9]2[O:13]C=[N:11][C:10]=2C(OC)=O)[CH:7]=1. Product: [NH2:11][CH2:10][C:9](=[O:13])[CH2:8][C:6]1[CH:7]=[C:2]([Br:1])[CH:3]=[CH:4][C:5]=1[Cl:18].[ClH:18]. The catalyst class is: 33. (4) Reactant: [N+:1]([O-:4])(O)=[O:2].[F:5][C:6]([F:24])([F:23])[C:7]([N:9]1[CH2:19][CH:18]2[C:20]([CH3:22])([CH3:21])[CH:11]([C:12]3[C:17]2=[CH:16][CH:15]=[CH:14][CH:13]=3)[CH2:10]1)=[O:8].C(Cl)(Cl)Cl.C([O-])(O)=O.[Na+]. Product: [F:24][C:6]([F:5])([F:23])[C:7]([N:9]1[CH2:10][CH:11]2[C:20]([CH3:21])([CH3:22])[CH:18]([C:17]3[C:12]2=[CH:13][C:14]([N+:1]([O-:4])=[O:2])=[CH:15][CH:16]=3)[CH2:19]1)=[O:8]. The catalyst class is: 484. (5) Reactant: [Cl:1][C:2]1[C:3]([O:12][C:13]2[CH:18]=[CH:17][C:16]([S:19](Cl)(=[O:21])=[O:20])=[CH:15][C:14]=2[CH3:23])=[N:4][CH:5]=[C:6]([C:8]([F:11])([F:10])[F:9])[CH:7]=1.[CH3:24][O:25][C:26]1[N:31]=[C:30](NC)[CH:29]=[CH:28][N:27]=1.C[CH2:35][N:36](C(C)C)C(C)C. Product: [Cl:1][C:2]1[C:3]([O:12][C:13]2[CH:18]=[CH:17][C:16]([S:19]([NH:36][CH2:35][C:30]3[CH:29]=[CH:28][N:27]=[C:26]([O:25][CH3:24])[N:31]=3)(=[O:21])=[O:20])=[CH:15][C:14]=2[CH3:23])=[N:4][CH:5]=[C:6]([C:8]([F:11])([F:10])[F:9])[CH:7]=1. The catalyst class is: 2. (6) Product: [NH2:25][C:21]1[C:22]([CH3:24])=[N:23][C:18]([O:17][CH2:16][C:15]([N:14]([CH:11]2[CH2:12][CH2:13][N:8]([CH2:1][C:2]3[CH:3]=[CH:4][CH:5]=[CH:6][CH:7]=3)[CH2:9][CH2:10]2)[CH3:35])=[O:34])=[N:19][C:20]=1[CH3:33]. Reactant: [CH2:1]([N:8]1[CH2:13][CH2:12][CH:11]([N:14]([CH3:35])[C:15](=[O:34])[CH2:16][O:17][C:18]2[N:23]=[C:22]([CH3:24])[C:21]([NH:25]C(=O)OC(C)(C)C)=[C:20]([CH3:33])[N:19]=2)[CH2:10][CH2:9]1)[C:2]1[CH:7]=[CH:6][CH:5]=[CH:4][CH:3]=1.C(OC(NC1C(C)=NC(OCC(O)=O)=NC=1C)=O)(C)(C)C.Cl. The catalyst class is: 22. (7) Reactant: [F:8][C:7]([F:10])([F:9])[C:6](O[C:6](=[O:11])[C:7]([F:10])([F:9])[F:8])=[O:11].[CH3:14][NH:15][C:16]1[CH:17]=[N:18][O:19][C:20]=1[CH3:21].N1C=CC=CC=1. Product: [F:10][C:7]([F:8])([F:9])[C:6]([N:15]([CH3:14])[C:16]1[CH:17]=[N:18][O:19][C:20]=1[CH3:21])=[O:11]. The catalyst class is: 2. (8) Reactant: [F:1][C:2]1[CH:3]=[C:4]([OH:11])[CH:5]=[CH:6][C:7]=1[N+:8]([O-:10])=[O:9].Br[CH2:13][CH3:14].C([O-])([O-])=O.[K+].[K+]. Product: [CH2:13]([O:11][C:4]1[CH:5]=[CH:6][C:7]([N+:8]([O-:10])=[O:9])=[C:2]([F:1])[CH:3]=1)[CH3:14]. The catalyst class is: 3. (9) Reactant: [Cl:1][C:2]1[C:3]2[N:4]([C:15](=[O:18])[NH:16][N:17]=2)[CH:5]=[CH:6][C:7]=1[C:8]1[CH:13]=[CH:12][C:11]([CH3:14])=[CH:10][CH:9]=1.Br[CH2:20][C:21]1[CH:26]=[CH:25][C:24]([C:27]([F:30])([F:29])[F:28])=[CH:23][CH:22]=1.C([O-])([O-])=O.[K+].[K+]. Product: [F:28][C:27]([F:29])([F:30])[C:24]1[CH:25]=[CH:26][C:21]([CH2:20][N:16]2[C:15](=[O:18])[N:4]3[CH:5]=[CH:6][C:7]([C:8]4[CH:9]=[CH:10][C:11]([CH3:14])=[CH:12][CH:13]=4)=[C:2]([Cl:1])[C:3]3=[N:17]2)=[CH:22][CH:23]=1. The catalyst class is: 21. (10) Reactant: [OH-].[Li+].C([O:6][CH2:7][C:8]1[N:12]([C:13]2[CH:18]=[CH:17][C:16]([S:19]([F:24])([F:23])([F:22])([F:21])[F:20])=[CH:15][CH:14]=2)[N:11]=[N:10][N:9]=1)(=O)C. Product: [F:24][S:19]([F:20])([F:21])([F:22])([F:23])[C:16]1[CH:17]=[CH:18][C:13]([N:12]2[C:8]([CH2:7][OH:6])=[N:9][N:10]=[N:11]2)=[CH:14][CH:15]=1. The catalyst class is: 40.